Predict the reaction yield, written as a fraction of the theoretical maximum amount of product (1.0 means a 100% yield; for example, 0.34 means a 34% yield). From a dataset of Reaction yield outcomes from USPTO patents with 853,638 reactions. (1) The reactants are [CH2:1]([N:5]1[C:14]([CH2:15][NH:16]C(=O)OC(C)(C)C)=[C:13]([C:24]2[CH:29]=[CH:28][CH:27]=[CH:26][CH:25]=2)[C:12]2[C:7](=[CH:8][CH:9]=[C:10]([C:30]3[N:31]=[N:32][NH:33][N:34]=3)[CH:11]=2)[C:6]1=[O:35])[CH:2]([CH3:4])[CH3:3].[ClH:36]. The catalyst is O1CCCC1.C(OCC)(=O)C. The product is [ClH:36].[NH2:16][CH2:15][C:14]1[N:5]([CH2:1][CH:2]([CH3:4])[CH3:3])[C:6](=[O:35])[C:7]2[C:12]([C:13]=1[C:24]1[CH:25]=[CH:26][CH:27]=[CH:28][CH:29]=1)=[CH:11][C:10]([C:30]1[N:31]=[N:32][NH:33][N:34]=1)=[CH:9][CH:8]=2. The yield is 0.970. (2) The reactants are Br[C:2]1[CH:7]=[CH:6][C:5]([C@@H:8]([N:10]2[CH2:15][CH2:14][C@:13]([CH2:22][CH2:23][CH2:24][OH:25])([C:16]3[CH:21]=[CH:20][CH:19]=[CH:18][CH:17]=3)[O:12][C:11]2=[O:26])[CH3:9])=[CH:4][CH:3]=1.[CH2:27]([Sn](CCCC)(CCCC)C=C)[CH2:28]CC. The catalyst is C1(C)C=CC=CC=1.C1C=CC([P]([Pd]([P](C2C=CC=CC=2)(C2C=CC=CC=2)C2C=CC=CC=2)([P](C2C=CC=CC=2)(C2C=CC=CC=2)C2C=CC=CC=2)[P](C2C=CC=CC=2)(C2C=CC=CC=2)C2C=CC=CC=2)(C2C=CC=CC=2)C2C=CC=CC=2)=CC=1. The product is [OH:25][CH2:24][CH2:23][CH2:22][C@@:13]1([C:16]2[CH:21]=[CH:20][CH:19]=[CH:18][CH:17]=2)[O:12][C:11](=[O:26])[N:10]([C@H:8]([C:5]2[CH:6]=[CH:7][C:2]([CH:27]=[CH2:28])=[CH:3][CH:4]=2)[CH3:9])[CH2:15][CH2:14]1. The yield is 0.680. (3) The reactants are [C:1]([C:3]1[CH:11]=[C:10]2[C:6]([CH:7]=[CH:8][NH:9]2)=[CH:5][CH:4]=1)#[N:2].C[OH:13].OO.[OH-].[Na+]. No catalyst specified. The product is [NH:9]1[C:10]2[C:6](=[CH:5][CH:4]=[C:3]([C:1]([NH2:2])=[O:13])[CH:11]=2)[CH:7]=[CH:8]1. The yield is 0.790. (4) The reactants are C(N(CC)CC)C.ClC(Cl)(O[C:12](=[O:18])OC(Cl)(Cl)Cl)Cl.[CH3:20][C:21]1[CH:26]=[C:25]([C:27]2[CH:28]=[CH:29][C:30]3[N:36]4[CH2:37][C@H:33]([CH2:34][CH2:35]4)[NH:32][C:31]=3[N:38]=2)[CH:24]=[CH:23][N:22]=1.[F:39][C:40]1[N:45]=[C:44]([NH2:46])[CH:43]=[N:42][CH:41]=1. The catalyst is O1CCCC1.CO.C(Cl)Cl. The product is [F:39][C:40]1[N:45]=[C:44]([NH:46][C:12]([N:32]2[C@@H:33]3[CH2:37][N:36]([CH2:35][CH2:34]3)[C:30]3[CH:29]=[CH:28][C:27]([C:25]4[CH:24]=[CH:23][N:22]=[C:21]([CH3:20])[CH:26]=4)=[N:38][C:31]2=3)=[O:18])[CH:43]=[N:42][CH:41]=1. The yield is 0.329.